Dataset: Forward reaction prediction with 1.9M reactions from USPTO patents (1976-2016). Task: Predict the product of the given reaction. Given the reactants [C:1]([NH:5][S:6]([C:9]1[CH:14]=[CH:13][CH:12]=[CH:11][CH:10]=1)(=[O:8])=[O:7])([CH3:4])([CH3:3])[CH3:2].C([Li])(C)(C)C.[Cl:20][C:21]1[CH:26]=[CH:25][C:24]([C:27]2([C:30]([N:32]3[CH2:36][CH2:35][C:34](=[O:37])[CH2:33]3)=[O:31])[CH2:29][CH2:28]2)=[CH:23][CH:22]=1, predict the reaction product. The product is: [C:1]([NH:5][S:6]([C:9]1[CH:14]=[CH:13][CH:12]=[CH:11][C:10]=1[C:34]1([OH:37])[CH2:35][CH2:36][N:32]([C:30]([C:27]2([C:24]3[CH:23]=[CH:22][C:21]([Cl:20])=[CH:26][CH:25]=3)[CH2:29][CH2:28]2)=[O:31])[CH2:33]1)(=[O:8])=[O:7])([CH3:4])([CH3:2])[CH3:3].